Dataset: Peptide-MHC class I binding affinity with 185,985 pairs from IEDB/IMGT. Task: Regression. Given a peptide amino acid sequence and an MHC pseudo amino acid sequence, predict their binding affinity value. This is MHC class I binding data. (1) The peptide sequence is KCFGNTALA. The MHC is HLA-A02:03 with pseudo-sequence HLA-A02:03. The binding affinity (normalized) is 0.353. (2) The peptide sequence is EYAPFARLL. The MHC is HLA-A25:01 with pseudo-sequence YYAMYRNNVAHTDESIAYIRYQDYTWAEWAYRWY. The binding affinity (normalized) is 0.0847. (3) The peptide sequence is EIIGGNDMY. The MHC is HLA-A68:01 with pseudo-sequence HLA-A68:01. The binding affinity (normalized) is 0.630. (4) The peptide sequence is AMEGGTTKA. The MHC is HLA-B27:03 with pseudo-sequence HLA-B27:03. The binding affinity (normalized) is 0.0847. (5) The peptide sequence is SMHYKLDEV. The MHC is HLA-B15:01 with pseudo-sequence HLA-B15:01. The binding affinity (normalized) is 0.0847. (6) The peptide sequence is KMFHGGLRY. The MHC is SLA-10401 with pseudo-sequence SLA-10401. The binding affinity (normalized) is 0.570. (7) The peptide sequence is REPSGSDI. The MHC is Mamu-A11 with pseudo-sequence Mamu-A11. The binding affinity (normalized) is 0.395. (8) The peptide sequence is KRMMVRHCL. The MHC is HLA-A26:02 with pseudo-sequence HLA-A26:02. The binding affinity (normalized) is 0.0847. (9) The peptide sequence is EVLKAMSLY. The MHC is HLA-B57:01 with pseudo-sequence HLA-B57:01. The binding affinity (normalized) is 0.0847. (10) The binding affinity (normalized) is 0.227. The peptide sequence is EVKTLSSYI. The MHC is HLA-A02:02 with pseudo-sequence HLA-A02:02.